From a dataset of Catalyst prediction with 721,799 reactions and 888 catalyst types from USPTO. Predict which catalyst facilitates the given reaction. (1) Reactant: [Cl:1][C:2]1[CH:3]=[C:4]([N+:9]([O-:11])=[O:10])[C:5]([OH:8])=[N:6][CH:7]=1.[CH:12]1[CH:17]=CC(COC(/N=N/C(OCC2C=CC=CC=2)=O)=O)=C[CH:13]=1.C1(P(C2C=CC=CC=2)C2C=CC=CC=2)C=CC=CC=1.C(O)C=C. Product: [CH2:17]([O:8][C:5]1[C:4]([N+:9]([O-:11])=[O:10])=[CH:3][C:2]([Cl:1])=[CH:7][N:6]=1)[CH:12]=[CH2:13]. The catalyst class is: 1. (2) Reactant: Br[C:2]1[N:7]=[C:6]([NH:8][C:9]([C:11]2[CH:33]=[CH:32][C:14]([O:15][C:16]3[CH:25]=[C:24]4[C:19]([CH:20]([C:26]([O:28][CH2:29][CH3:30])=[O:27])[CH2:21][CH2:22][O:23]4)=[CH:18][C:17]=3[Cl:31])=[CH:13][CH:12]=2)=[O:10])[CH:5]=[CH:4][CH:3]=1.[Cl:34][C:35]1[CH:40]=[CH:39][C:38](B(O)O)=[CH:37][CH:36]=1.C([O-])([O-])=O.[Na+].[Na+]. Product: [Cl:31][C:17]1[CH:18]=[C:19]2[C:24](=[CH:25][C:16]=1[O:15][C:14]1[CH:32]=[CH:33][C:11]([C:9](=[O:10])[NH:8][C:6]3[CH:5]=[CH:4][CH:3]=[C:2]([C:38]4[CH:39]=[CH:40][C:35]([Cl:34])=[CH:36][CH:37]=4)[N:7]=3)=[CH:12][CH:13]=1)[O:23][CH2:22][CH2:21][CH:20]2[C:26]([O:28][CH2:29][CH3:30])=[O:27]. The catalyst class is: 398. (3) Reactant: [C:1]([OH:22])(=O)[CH2:2][CH2:3][CH2:4][CH2:5][CH2:6][CH2:7][CH2:8][CH2:9][CH2:10][CH:11]=[CH:12][CH2:13][CH:14]=[CH:15][CH2:16][CH2:17][CH2:18][CH2:19][CH3:20].Cl.C[NH:25]OC.C1C=NC2N(O)N=NC=2C=1.CCN(CC)CC.C(Cl)CCl. Product: [C:1]([NH2:25])(=[O:22])[CH2:2][CH2:3][CH2:4][CH2:5][CH2:6][CH2:7][CH2:8][CH2:9][CH2:10][CH:11]=[CH:12][CH2:13][CH:14]=[CH:15][CH2:16][CH2:17][CH2:18][CH2:19][CH3:20]. The catalyst class is: 2. (4) Reactant: [CH2:1]([N:4]1[C:13](=[O:14])[C:12]([OH:15])=[C:11]2[C:6]([CH2:7][CH2:8][N:9]([CH2:17][C:18]3[CH:23]=[CH:22][C:21]([F:24])=[C:20]([Cl:25])[CH:19]=3)[C:10]2=[O:16])=[C:5]1[C:26]([O:28][CH3:29])=[O:27])[CH:2]=[CH2:3].[C:30](=O)([O-])[O-].[Cs+].[Cs+].IC. Product: [CH2:1]([N:4]1[C:13](=[O:14])[C:12]([O:15][CH3:30])=[C:11]2[C:6]([CH2:7][CH2:8][N:9]([CH2:17][C:18]3[CH:23]=[CH:22][C:21]([F:24])=[C:20]([Cl:25])[CH:19]=3)[C:10]2=[O:16])=[C:5]1[C:26]([O:28][CH3:29])=[O:27])[CH:2]=[CH2:3]. The catalyst class is: 3.